This data is from Reaction yield outcomes from USPTO patents with 853,638 reactions. The task is: Predict the reaction yield, written as a fraction of the theoretical maximum amount of product (1.0 means a 100% yield; for example, 0.34 means a 34% yield). (1) The reactants are [C:1]([C:5]1[S:9][C:8]([NH:10][C:11](=[O:22])[C:12]2[CH:17]=[CH:16][C:15](Cl)=[C:14]([N+:19]([O-:21])=[O:20])[CH:13]=2)=[N:7][CH:6]=1)([CH3:4])([CH3:3])[CH3:2].[NH2:23][C:24]1[CH:29]=[CH:28][C:27]([SH:30])=[CH:26][CH:25]=1.C([O-])(=O)C.[Na+]. The catalyst is C(O)C. The product is [NH2:23][C:24]1[CH:29]=[CH:28][C:27]([S:30][C:15]2[CH:16]=[CH:17][C:12]([C:11]([NH:10][C:8]3[S:9][C:5]([C:1]([CH3:4])([CH3:3])[CH3:2])=[CH:6][N:7]=3)=[O:22])=[CH:13][C:14]=2[N+:19]([O-:21])=[O:20])=[CH:26][CH:25]=1. The yield is 0.720. (2) The reactants are COC1C=CC(C(O[O:10][C:11]2[CH:16]=[CH:15][CH:14]=[C:13]([NH:17][C:18](=[O:27])[C:19]3[CH:24]=[CH:23][C:22]([O:25][CH3:26])=[CH:21][CH:20]=3)[C:12]=2[NH:28][C:29](=[O:38])[C:30]2[CH:35]=[CH:34][C:33]([O:36][CH3:37])=[CH:32][CH:31]=2)=O)=CC=1.[OH-].[Na+]. The catalyst is CO. The product is [CH3:37][O:36][C:33]1[CH:32]=[CH:31][C:30]([C:29]([NH:28][C:12]2[C:13]([NH:17][C:18](=[O:27])[C:19]3[CH:24]=[CH:23][C:22]([O:25][CH3:26])=[CH:21][CH:20]=3)=[CH:14][CH:15]=[CH:16][C:11]=2[OH:10])=[O:38])=[CH:35][CH:34]=1. The yield is 0.400. (3) The reactants are CO[C:3](=[O:21])[C:4]1[CH:9]=[C:8]([C:10]2[N:11]([CH:15]([CH3:17])[CH3:16])[N:12]=[CH:13][CH:14]=2)[C:7]([CH2:18][F:19])=[CH:6][C:5]=1[NH2:20].CC[N:24]([CH2:27]C)CC.[CH3:29][S:30]([NH:33]N)(=[O:32])=[O:31].[OH-:35].[Na+]. The catalyst is C(Cl)Cl. The product is [F:19][CH2:18][C:7]1[CH:6]=[C:5]2[C:4]([C:3](=[O:21])[N:24]([NH:33][S:30]([CH3:29])(=[O:32])=[O:31])[C:27](=[O:35])[NH:20]2)=[CH:9][C:8]=1[C:10]1[N:11]([CH:15]([CH3:16])[CH3:17])[N:12]=[CH:13][CH:14]=1. The yield is 0.690. (4) The reactants are Br[C:2]1[CH:15]=[C:14]2[C:5]([O:6][C:7]3[C:8]([F:24])=[CH:9][C:10]([O:22][CH3:23])=[CH:11][C:12]=3[C@@:13]32[CH2:20][CH2:19][O:18][C:17]([NH2:21])=[N:16]3)=[CH:4][CH:3]=1.[N-:25]=[N+:26]=[N-:27].[Na+].O=C1O[C@H]([C@H](CO)O)C([O-])=C1O.[Na+].CN[C@@H]1CCCC[C@H]1NC. The catalyst is C(O)C.[Cu]I.O. The product is [N:25]([C:2]1[CH:15]=[C:14]2[C:5]([O:6][C:7]3[C:8]([F:24])=[CH:9][C:10]([O:22][CH3:23])=[CH:11][C:12]=3[C@@:13]32[CH2:20][CH2:19][O:18][C:17]([NH2:21])=[N:16]3)=[CH:4][CH:3]=1)=[N+:26]=[N-:27]. The yield is 0.760. (5) The reactants are [F:1][C:2]([F:15])([F:14])[C:3]1[CH:8]=[CH:7][C:6]([PH:9](=[O:13])[O:10][CH2:11][CH3:12])=[CH:5][CH:4]=1.Br[C:17]1[CH:22]=[CH:21][C:20]([O:23][CH:24]([CH3:26])[CH3:25])=[C:19]([CH:27]=[CH2:28])[CH:18]=1.C(N(CC)CC)C. The catalyst is CN(C=O)C.C1C=CC(/C=C/C(/C=C/C2C=CC=CC=2)=O)=CC=1.C1C=CC(/C=C/C(/C=C/C2C=CC=CC=2)=O)=CC=1.C1C=CC(/C=C/C(/C=C/C2C=CC=CC=2)=O)=CC=1.[Pd].[Pd]. The product is [CH2:11]([O:10][P:9]([C:6]1[CH:5]=[CH:4][C:3]([C:2]([F:14])([F:1])[F:15])=[CH:8][CH:7]=1)([C:17]1[CH:22]=[CH:21][C:20]([O:23][CH:24]([CH3:25])[CH3:26])=[C:19]([CH:27]=[CH2:28])[CH:18]=1)=[O:13])[CH3:12]. The yield is 0.0860. (6) The reactants are [H-].[Na+].[C:3](OCC)(=O)[CH:4](C)[OH:5].Cl[C:12]1[N:22]=[CH:21][CH:20]=[CH:19][C:13]=1[C:14]([O:16]CC)=O. The catalyst is COCCOC. The product is [CH3:3][CH:4]1[O:5][C:12]2=[N:22][CH:21]=[CH:20][CH:19]=[C:13]2[C:14]1=[O:16]. The yield is 0.560. (7) The reactants are C1C=CC2N(O)N=[N:7]C=2C=1.CCN=C=NCCCN(C)C.Cl.Cl.CCN(C(C)C)C(C)C.[CH3:33][C:34]1[C:35]([CH2:47][CH2:48][C:49]2[CH:54]=[CH:53][CH:52]=[CH:51][C:50]=2[CH2:55][C:56]([OH:58])=O)=[N:36][C:37]([NH:40][C:41]2[CH:42]=[N:43][N:44]([CH3:46])[CH:45]=2)=[N:38][CH:39]=1.C(=O)([O-])[O-].[NH4+].[NH4+]. The catalyst is CN(C=O)C. The product is [CH3:33][C:34]1[C:35]([CH2:47][CH2:48][C:49]2[CH:54]=[CH:53][CH:52]=[CH:51][C:50]=2[CH2:55][C:56]([NH2:7])=[O:58])=[N:36][C:37]([NH:40][C:41]2[CH:42]=[N:43][N:44]([CH3:46])[CH:45]=2)=[N:38][CH:39]=1. The yield is 0.610. (8) The catalyst is C(O)C.ClCCl.O. The product is [CH3:1][C:2]1[CH:3]=[C:4]([N:9]([CH2:20][CH2:21][C:22]2[C:27]([F:28])=[CH:26][C:25]([C:29]([F:32])([F:31])[F:30])=[C:24]([F:33])[C:23]=2[F:34])[C:10](=[O:19])[C:11](=[N:36][OH:37])[C:12]2[CH:17]=[CH:16][CH:15]=[CH:14][CH:13]=2)[CH:5]=[CH:6][C:7]=1[CH3:8]. The yield is 0.370. The reactants are [CH3:1][C:2]1[CH:3]=[C:4]([N:9]([CH2:20][CH2:21][C:22]2[C:27]([F:28])=[CH:26][C:25]([C:29]([F:32])([F:31])[F:30])=[C:24]([F:33])[C:23]=2[F:34])[C:10](=[O:19])[C:11](=O)[C:12]2[CH:17]=[CH:16][CH:15]=[CH:14][CH:13]=2)[CH:5]=[CH:6][C:7]=1[CH3:8].Cl.[NH2:36][OH:37].[OH-].[K+].Cl.